Dataset: Reaction yield outcomes from USPTO patents with 853,638 reactions. Task: Predict the reaction yield, written as a fraction of the theoretical maximum amount of product (1.0 means a 100% yield; for example, 0.34 means a 34% yield). (1) The reactants are [NH2:1][C:2]1[N:7]=[CH:6][N:5]=[C:4]2[N:8]([CH:14]([C:16]3[C:17]([O:35][CH3:36])=[C:18]([CH:24]4[CH2:27][N:26](C(OC(C)(C)C)=O)[CH2:25]4)[C:19]([CH3:23])=[C:20]([Cl:22])[CH:21]=3)[CH3:15])[N:9]=[C:10]([CH:11]([F:13])[F:12])[C:3]=12.[ClH:37].O1CCOCC1. The catalyst is ClCCl. The product is [ClH:22].[ClH:37].[NH:26]1[CH2:25][CH:24]([C:18]2[C:17]([O:35][CH3:36])=[C:16]([CH:14]([N:8]3[C:4]4=[N:5][CH:6]=[N:7][C:2]([NH2:1])=[C:3]4[C:10]([CH:11]([F:12])[F:13])=[N:9]3)[CH3:15])[CH:21]=[C:20]([Cl:22])[C:19]=2[CH3:23])[CH2:27]1. The yield is 1.00. (2) The reactants are [CH:1](=[N:8]/[C:9]1[CH:17]=[C:16]([F:18])[CH:15]=[C:14]2[C:10]=1[CH2:11][O:12][C:13]2=[O:19])\[C:2]1[CH:7]=[CH:6][CH:5]=[CH:4][CH:3]=1.[O-]S([O-])=O.[Na+].[Na+].[O-]S([O-])(=O)=O.[Na+].[Na+].[CH3:33][N:34]1[C:38]([CH:39]=O)=[N:37][CH:36]=[N:35]1.[CH3:41][CH2:42][O-:43].[Na+]. The catalyst is C(OCC)(=O)CC. The product is [F:18][C:16]1[CH:15]=[C:14]([C:13]([O:12][CH2:11][CH3:10])=[O:19])[C:41]2[C:42](=[O:43])[CH:39]([C:38]3[N:34]([CH3:33])[N:35]=[CH:36][N:37]=3)[CH:1]([C:2]3[CH:3]=[CH:4][CH:5]=[CH:6][CH:7]=3)[NH:8][C:9]=2[CH:17]=1. The yield is 0.100. (3) The reactants are [NH:1]1[CH:5]=[CH:4][CH:3]=[C:2]1[CH:6]=O.[C:8]1([P:14]([C:18]2[CH:23]=[CH:22][CH:21]=[CH:20][CH:19]=2)[CH2:15][CH2:16][NH2:17])[CH:13]=[CH:12][CH:11]=[CH:10][CH:9]=1. No catalyst specified. The product is [NH:1]1[CH:5]=[CH:4][CH:3]=[C:2]1[CH:6]=[N:17][CH2:16][CH2:15][P:14]([C:18]1[CH:23]=[CH:22][CH:21]=[CH:20][CH:19]=1)[C:8]1[CH:13]=[CH:12][CH:11]=[CH:10][CH:9]=1. The yield is 0.990. (4) The reactants are [Cl:1][C:2]1[CH:3]=[C:4]([NH:10][C:11]2[CH:16]=[CH:15][C:14]([CH:17]3[CH2:22][CH2:21][NH:20][CH2:19][CH2:18]3)=[CH:13][N:12]=2)[C:5](=[O:9])[N:6]([CH3:8])[N:7]=1.[CH3:23][C:24]([CH3:26])=O.C([BH3-])#N.[Na+].C(O)(=O)C. The catalyst is CO.C1COCC1. The product is [Cl:1][C:2]1[CH:3]=[C:4]([NH:10][C:11]2[CH:16]=[CH:15][C:14]([CH:17]3[CH2:22][CH2:21][N:20]([CH:24]([CH3:26])[CH3:23])[CH2:19][CH2:18]3)=[CH:13][N:12]=2)[C:5](=[O:9])[N:6]([CH3:8])[N:7]=1. The yield is 0.970. (5) The reactants are [CH2:1]([C:3]1[C:4]([O:15]C)=[N:5][C:6]([CH3:14])=[C:7]([C:9]2[O:10][CH:11]=[N:12][N:13]=2)[CH:8]=1)[CH3:2].[I-].[Na+].Cl[Si](C)(C)C. The catalyst is C(#N)C. The product is [CH2:1]([C:3]1[C:4](=[O:15])[NH:5][C:6]([CH3:14])=[C:7]([C:9]2[O:10][CH:11]=[N:12][N:13]=2)[CH:8]=1)[CH3:2]. The yield is 0.210.